This data is from Reaction yield outcomes from USPTO patents with 853,638 reactions. The task is: Predict the reaction yield, written as a fraction of the theoretical maximum amount of product (1.0 means a 100% yield; for example, 0.34 means a 34% yield). (1) The reactants are [N:1]([CH2:4][C@@H:5]1[O:14][C@@:8]2([C:15]([O:17][CH3:18])=[O:16])[O:9][C:10]([CH3:13])([CH3:12])[O:11][CH:7]2[C@@H:6]1[OH:19])=[N+]=[N-]. The catalyst is CO. The product is [NH2:1][CH2:4][C@@H:5]1[O:14][C@:8]2([C:15]([O:17][CH3:18])=[O:16])[C@@H:7]([O:11][C:10]([CH3:12])([CH3:13])[O:9]2)[C@@H:6]1[OH:19]. The yield is 0.910. (2) The reactants are [CH:1]([C:3]1[CH:37]=[CH:36][C:6]([CH2:7][N:8]2[C:13](=[O:14])[C:12]([CH2:15][C:16]3[CH:21]=[CH:20][C:19]([C:22]4[C:23]([C:28]#[N:29])=[CH:24][CH:25]=[CH:26][CH:27]=4)=[CH:18][CH:17]=3)=[C:11]([CH2:30][CH2:31][CH3:32])[N:10]3[N:33]=[CH:34][N:35]=[C:9]23)=[CH:5][CH:4]=1)=[O:2].[CH3:38][Mg]Br.[Cl-].[NH4+]. The catalyst is O1CCCC1. The product is [OH:2][CH:1]([C:3]1[CH:4]=[CH:5][C:6]([CH2:7][N:8]2[C:13](=[O:14])[C:12]([CH2:15][C:16]3[CH:21]=[CH:20][C:19]([C:22]4[C:23]([C:28]#[N:29])=[CH:24][CH:25]=[CH:26][CH:27]=4)=[CH:18][CH:17]=3)=[C:11]([CH2:30][CH2:31][CH3:32])[N:10]3[N:33]=[CH:34][N:35]=[C:9]23)=[CH:36][CH:37]=1)[CH3:38]. The yield is 0.900.